This data is from Cav3 T-type calcium channel HTS with 100,875 compounds. The task is: Binary Classification. Given a drug SMILES string, predict its activity (active/inactive) in a high-throughput screening assay against a specified biological target. (1) The molecule is O1CCN(CC1)c1oc(nc1C#N)COc1ccccc1. The result is 0 (inactive). (2) The compound is O1CCN(CCCN\C=C2\c3c(C(=O)N(C2=O)c2cc(ccc2)C)cccc3)CC1. The result is 0 (inactive). (3) The molecule is o1c2c(C(N(C2=O)c2ncccc2)c2cc(OC)ccc2)c(=O)c2c1cccc2. The result is 0 (inactive). (4) The compound is OC(CN1CCN(CC1)c1ccccc1)c1cc2CCNc2cc1. The result is 0 (inactive). (5) The molecule is S(=O)(=O)(Nc1ccc(cc1)C)c1ccc(OCC(=O)N2CCOCC2)cc1. The result is 0 (inactive). (6) The drug is o1c(cc2c1cccc2)C(=O)NC(C)C(O)=O. The result is 0 (inactive).